From a dataset of Peptide-MHC class II binding affinity with 134,281 pairs from IEDB. Regression. Given a peptide amino acid sequence and an MHC pseudo amino acid sequence, predict their binding affinity value. This is MHC class II binding data. (1) The peptide sequence is PVTEEPGMAKIPAGE. The MHC is DRB5_0101 with pseudo-sequence DRB5_0101. The binding affinity (normalized) is 0.298. (2) The peptide sequence is TSSDDQITLIKTPSL. The MHC is DRB1_1101 with pseudo-sequence DRB1_1101. The binding affinity (normalized) is 0.592. (3) The peptide sequence is MLIESNLAGSNDNFL. The MHC is DRB1_0301 with pseudo-sequence DRB1_0301. The binding affinity (normalized) is 0.357. (4) The peptide sequence is FVAGAKYMVIQGEPG. The MHC is DRB1_1302 with pseudo-sequence DRB1_1302. The binding affinity (normalized) is 0.172.